Dataset: Retrosynthesis with 50K atom-mapped reactions and 10 reaction types from USPTO. Task: Predict the reactants needed to synthesize the given product. (1) Given the product C[Si](C)(C)CCOCn1ncc([N+](=O)[O-])c1N1CCNCC(O)C1, predict the reactants needed to synthesize it. The reactants are: C[Si](C)(C)CCOCn1ncc([N+](=O)[O-])c1Cl.OC1CNCCNC1. (2) Given the product O=c1cc(O)c2ccccc2n1CCCCCl, predict the reactants needed to synthesize it. The reactants are: ClCCCCBr.O=c1cc(O)c2ccccc2[nH]1. (3) Given the product Cc1nc(-c2cccc(OCc3ccccc3)c2F)n(CCc2ccccc2)c(=O)c1Br, predict the reactants needed to synthesize it. The reactants are: BrCc1ccccc1.Cc1nc(-c2cccc(O)c2F)n(CCc2ccccc2)c(=O)c1Br. (4) Given the product COc1cc(CCc2cc(NC(=O)c3cnc(N4C[C@H](C)N(CC#N)[C@H](C)C4)cn3)[nH]n2)cc(OC)c1, predict the reactants needed to synthesize it. The reactants are: COc1cc(CCc2cc(NC(=O)c3cnc(Cl)cn3)[nH]n2)cc(OC)c1.C[C@H]1CNC[C@@H](C)N1CC#N. (5) Given the product C[C@@H](Nc1cccc(Br)n1)C1CCOCC1, predict the reactants needed to synthesize it. The reactants are: C[C@@H](N)C1CCOCC1.Fc1cccc(Br)n1. (6) Given the product CC1(C)CC(=O)c2ccc(-c3ccccc3C#N)cc21, predict the reactants needed to synthesize it. The reactants are: CC1(C)CC(=O)c2ccc(OS(=O)(=O)C(F)(F)F)cc21.N#Cc1ccccc1B(O)O. (7) Given the product COC(=O)c1ccc(COc2cccc(C)n2)cc1, predict the reactants needed to synthesize it. The reactants are: COC(=O)c1ccc(CBr)cc1.Cc1cccc(O)n1. (8) Given the product CC(C)(C)OC(=O)N1C[C@@H](N)[C@H](c2ccccn2)C1, predict the reactants needed to synthesize it. The reactants are: CC(C)(C)OC(=O)N1C[C@@H](NC(=O)OCc2ccccc2)[C@H](c2ccccn2)C1. (9) Given the product Cc1nc(Oc2ccccc2)c(N)c(NCC(C)(C)O)c1C, predict the reactants needed to synthesize it. The reactants are: Cc1nc(Oc2ccccc2)c([N+](=O)[O-])c(NCC(C)(C)O)c1C.